The task is: Regression. Given two drug SMILES strings and cell line genomic features, predict the synergy score measuring deviation from expected non-interaction effect.. This data is from NCI-60 drug combinations with 297,098 pairs across 59 cell lines. (1) Drug 1: CC1=C2C(C(=O)C3(C(CC4C(C3C(C(C2(C)C)(CC1OC(=O)C(C(C5=CC=CC=C5)NC(=O)OC(C)(C)C)O)O)OC(=O)C6=CC=CC=C6)(CO4)OC(=O)C)OC)C)OC. Drug 2: C1CN(P(=O)(OC1)NCCCl)CCCl. Cell line: U251. Synergy scores: CSS=36.5, Synergy_ZIP=0.406, Synergy_Bliss=-2.13, Synergy_Loewe=-37.3, Synergy_HSA=-1.61. (2) Drug 1: CC1CCC2CC(C(=CC=CC=CC(CC(C(=O)C(C(C(=CC(C(=O)CC(OC(=O)C3CCCCN3C(=O)C(=O)C1(O2)O)C(C)CC4CCC(C(C4)OC)OCCO)C)C)O)OC)C)C)C)OC. Drug 2: CS(=O)(=O)OCCCCOS(=O)(=O)C. Cell line: OVCAR-5. Synergy scores: CSS=33.3, Synergy_ZIP=-8.37, Synergy_Bliss=-4.84, Synergy_Loewe=-40.7, Synergy_HSA=-1.23.